From a dataset of Reaction yield outcomes from USPTO patents with 853,638 reactions. Predict the reaction yield, written as a fraction of the theoretical maximum amount of product (1.0 means a 100% yield; for example, 0.34 means a 34% yield). (1) The reactants are C([Li])CCC.C(NC(C)C)(C)C.[C:13]([O:16][CH2:17][CH3:18])(=[O:15])[CH3:14].[CH3:19][C@H:20]([C@H:24]([CH3:28])[CH2:25][CH2:26][CH3:27])[C:21](Cl)=[O:22]. The catalyst is C1COCC1. The product is [CH2:17]([O:16][C:13](=[O:15])[CH2:14][C:21](=[O:22])[C@H:20]([CH3:19])[C@H:24]([CH3:28])[CH2:25][CH2:26][CH3:27])[CH3:18]. The yield is 0.892. (2) The reactants are S(Cl)(Cl)=O.[CH3:5][C:6]1[CH:11]=[C:10]([CH3:12])[N:9]=[C:8]([C:13]([OH:15])=[O:14])[CH:7]=1.[CH3:16]O. No catalyst specified. The product is [CH3:5][C:6]1[CH:11]=[C:10]([CH3:12])[N:9]=[C:8]([C:13]([O:15][CH3:16])=[O:14])[CH:7]=1. The yield is 0.990. (3) The reactants are [Br:1][C:2]1[C:3](F)=[C:4]2[C:10]([NH:11][C:12]([C:14]3[CH:15]=[N:16][N:17]([CH2:19][C:20]4[CH:25]=[CH:24][C:23]([O:26][CH3:27])=[CH:22][CH:21]=4)[CH:18]=3)=[O:13])=[CH:9][NH:8][C:5]2=[N:6][CH:7]=1.[NH:29]1[CH2:34][CH2:33][CH2:32][C@@H:31]([NH:35][C:36](=[O:42])[O:37][C:38]([CH3:41])([CH3:40])[CH3:39])[CH2:30]1. The yield is 0.180. The product is [Br:1][C:2]1[C:3]([N:29]2[CH2:34][CH2:33][CH2:32][C@@H:31]([NH:35][C:36](=[O:42])[O:37][C:38]([CH3:40])([CH3:39])[CH3:41])[CH2:30]2)=[C:4]2[C:10]([NH:11][C:12]([C:14]3[CH:15]=[N:16][N:17]([CH2:19][C:20]4[CH:25]=[CH:24][C:23]([O:26][CH3:27])=[CH:22][CH:21]=4)[CH:18]=3)=[O:13])=[CH:9][NH:8][C:5]2=[N:6][CH:7]=1. The catalyst is CCCCO. (4) The reactants are [C:1]([O:5][C:6]([NH:8][C:9]1[S:10][CH:11]=[C:12]([C:14]([OH:16])=O)[N:13]=1)=[O:7])([CH3:4])([CH3:3])[CH3:2].Cl.[CH3:18][NH:19][O:20][CH3:21].Cl.CN(C)CCCN=C=NCC.O.ON1C2C=CC=CC=2N=N1.C(N(CC)CC)C. The catalyst is CN(C)C1C=CN=CC=1.ClCCl.C(OCC)(=O)C. The product is [C:1]([O:5][C:6](=[O:7])[NH:8][C:9]1[S:10][CH:11]=[C:12]([C:14](=[O:16])[N:19]([O:20][CH3:21])[CH3:18])[N:13]=1)([CH3:2])([CH3:3])[CH3:4]. The yield is 0.950. (5) The reactants are [CH3:1][NH:2][CH:3]([CH2:5]/[CH:6]=[CH:7]/[C:8]1[CH:9]=[N:10][CH:11]=[C:12]([O:14][CH:15]([CH3:17])[CH3:16])[CH:13]=1)[CH3:4].[O:18]=[C:19]([OH:31])[C@@H:20]([C@H:22]([C@H:24]([C@@H:26]([C:28]([OH:30])=[O:29])[OH:27])[OH:25])[OH:23])[OH:21].O. The catalyst is CO. The product is [O:18]=[C:19]([OH:31])[C@@H:20]([C@H:22]([C@H:24]([C@@H:26]([C:28]([OH:30])=[O:29])[OH:27])[OH:25])[OH:23])[OH:21].[CH3:1][NH:2][CH:3]([CH2:5]/[CH:6]=[CH:7]/[C:8]1[CH:9]=[N:10][CH:11]=[C:12]([O:14][CH:15]([CH3:17])[CH3:16])[CH:13]=1)[CH3:4].[CH3:1][NH:2][CH:3]([CH2:5]/[CH:6]=[CH:7]/[C:8]1[CH:9]=[N:10][CH:11]=[C:12]([O:14][CH:15]([CH3:17])[CH3:16])[CH:13]=1)[CH3:4]. The yield is 0.931. (6) The reactants are [CH2:1]([O:5][C:6]1[CH:7]=[C:8]([CH:12](C(OC(C)(C)C)=O)[CH2:13][NH:14][CH2:15][C:16]([N:18]([CH3:20])[CH3:19])=[O:17])[CH:9]=[CH:10][CH:11]=1)[CH2:2][CH2:3][CH3:4].[ClH:28].CCOCC. No catalyst specified. The product is [ClH:28].[CH2:1]([O:5][C:6]1[CH:7]=[C:8]([CH2:12][CH2:13][NH:14][CH2:15][C:16]([N:18]([CH3:20])[CH3:19])=[O:17])[CH:9]=[CH:10][CH:11]=1)[CH2:2][CH2:3][CH3:4]. The yield is 0.950. (7) The reactants are [Cl:1][C:2]1[CH:3]=[C:4](B(O)O)[CH:5]=[CH:6][CH:7]=1.Br[C:12]1[CH:13]=[C:14]([C:32]([O:34][CH3:35])=[O:33])[C:15]2[NH:16][C:17]3[CH:18]=[C:19]([CH2:25][N:26]4[CH2:31][CH2:30][O:29][CH2:28][CH2:27]4)[CH:20]=[CH:21][C:22]=3[C:23]=2[N:24]=1.[O-]P([O-])([O-])=O.[K+].[K+].[K+].C1(P(C2CCCCC2)C2C=CC=CC=2C2C(OC)=CC=CC=2OC)CCCCC1. The catalyst is CC([O-])=O.CC([O-])=O.[Pd+2]. The product is [Cl:1][C:2]1[CH:3]=[C:4]([C:12]2[CH:13]=[C:14]([C:32]([O:34][CH3:35])=[O:33])[C:15]3[NH:16][C:17]4[CH:18]=[C:19]([CH2:25][N:26]5[CH2:27][CH2:28][O:29][CH2:30][CH2:31]5)[CH:20]=[CH:21][C:22]=4[C:23]=3[N:24]=2)[CH:5]=[CH:6][CH:7]=1. The yield is 0.730. (8) The reactants are Cl[S:2]([C:5]1[CH:6]=[C:7]([CH:11]=[CH:12][C:13]=1[NH:14][CH3:15])[C:8]([OH:10])=[O:9])(=[O:4])=[O:3].[NH:16]1[CH2:21][CH2:20][O:19][CH2:18][CH2:17]1. The catalyst is C(OCC)(=O)C. The product is [CH3:15][NH:14][C:13]1[CH:12]=[CH:11][C:7]([C:8]([OH:10])=[O:9])=[CH:6][C:5]=1[S:2]([CH:18]1[O:19][CH2:20][CH2:21][NH:16][CH2:17]1)(=[O:4])=[O:3]. The yield is 0.300.